Dataset: Forward reaction prediction with 1.9M reactions from USPTO patents (1976-2016). Task: Predict the product of the given reaction. (1) Given the reactants Cl.[CH3:2][O:3][C:4](=[O:34])[C@@H:5]([NH2:33])[CH2:6][C:7]1[CH:32]=[CH:31][C:10]2[O:11][C@H:12]([C:15]3[CH:20]=[CH:19][C:18]([O:21][CH2:22][C:23]4[CH:28]=[CH:27][C:26]([Cl:29])=[C:25]([Cl:30])[CH:24]=4)=[CH:17][CH:16]=3)[CH2:13][O:14][C:9]=2[CH:8]=1.C=O.F[C:38](F)(F)C(O)=O.C(=O)(O)[O-].[Na+].[C:49](O[C:49]([O:51][C:52]([CH3:55])([CH3:54])[CH3:53])=[O:50])([O:51][C:52]([CH3:55])([CH3:54])[CH3:53])=[O:50], predict the reaction product. The product is: [CH3:2][O:3][C:4]([C@@H:5]1[CH2:6][C:7]2[CH:8]=[C:9]3[O:14][CH2:13][C@@H:12]([C:15]4[CH:20]=[CH:19][C:18]([O:21][CH2:22][C:23]5[CH:28]=[CH:27][C:26]([Cl:29])=[C:25]([Cl:30])[CH:24]=5)=[CH:17][CH:16]=4)[O:11][C:10]3=[CH:31][C:32]=2[CH2:38][N:33]1[C:49]([O:51][C:52]([CH3:55])([CH3:54])[CH3:53])=[O:50])=[O:34]. (2) Given the reactants [N+:1]([C:4]1[CH:5]=[C:6]([OH:10])[CH:7]=[CH:8][CH:9]=1)([O-])=O.[Br:11][C:12]1[CH:17]=[CH:16][C:15]([CH2:18]Br)=[CH:14][CH:13]=1.BrCC1C=CC=C(F)C=1, predict the reaction product. The product is: [Br:11][C:12]1[CH:17]=[CH:16][C:15]([CH2:18][O:10][C:6]2[CH:5]=[C:4]([NH2:1])[CH:9]=[CH:8][CH:7]=2)=[CH:14][CH:13]=1. (3) Given the reactants O=[C:2]([CH3:15])[CH2:3][C:4]1O[C:8](=O)[C:7]2[CH:11]=[CH:12][CH:13]=[CH:14][C:6]=2[N:5]=1.[NH:16]([CH2:18][C:19]1[CH:24]=[CH:23][CH:22]=[CH:21][N:20]=1)[NH2:17].[Cl:25]CC1C=CC=CN=1, predict the reaction product. The product is: [Cl:25][C:8]1[C:7]2[C:6](=[CH:14][CH:13]=[CH:12][CH:11]=2)[N:5]=[C:4]2[N:16]([CH2:18][C:19]3[CH:24]=[CH:23][CH:22]=[CH:21][N:20]=3)[N:17]=[C:2]([CH3:15])[C:3]=12. (4) The product is: [F:35][C:2]([F:1])([F:34])[C:3]1[CH:4]=[C:5]([C@H:13]([N:15]([CH3:33])[C:16]([N:18]2[CH2:23][CH2:22][NH:21][CH2:20][C@@H:19]2[C:25]2[CH:30]=[CH:29][C:28]([F:31])=[CH:27][C:26]=2[CH3:32])=[O:17])[CH3:14])[CH:6]=[C:7]([C:9]([F:10])([F:11])[F:12])[CH:8]=1. Given the reactants [F:1][C:2]([F:35])([F:34])[C:3]1[CH:4]=[C:5]([C@H:13]([N:15]([CH3:33])[C:16]([N:18]2[CH2:23][CH2:22][NH:21][C:20](=O)[C@@H:19]2[C:25]2[CH:30]=[CH:29][C:28]([F:31])=[CH:27][C:26]=2[CH3:32])=[O:17])[CH3:14])[CH:6]=[C:7]([C:9]([F:12])([F:11])[F:10])[CH:8]=1.B.C1COCC1.Cl.C([O-])(O)=O.[Na+], predict the reaction product. (5) Given the reactants [Cl:1][C:2]1[N:3]=[C:4](Cl)[C:5]2[CH:10]=[C:9]([CH2:11][CH3:12])[S:8][C:6]=2[N:7]=1.C(N(C(C)C)CC)(C)C.[C:23]([N:30]1[CH2:35][CH2:34][NH:33][CH2:32][CH2:31]1)([O:25][C:26]([CH3:29])([CH3:28])[CH3:27])=[O:24], predict the reaction product. The product is: [Cl:1][C:2]1[N:3]=[C:4]([N:33]2[CH2:32][CH2:31][N:30]([C:23]([O:25][C:26]([CH3:29])([CH3:28])[CH3:27])=[O:24])[CH2:35][CH2:34]2)[C:5]2[CH:10]=[C:9]([CH2:11][CH3:12])[S:8][C:6]=2[N:7]=1. (6) The product is: [CH3:1][C:2]1[CH:7]=[CH:6][C:5]([C:8]2[O:9][C:10]([CH3:13])=[N:11][N:12]=2)=[CH:4][C:3]=1[C:14]1[CH:15]=[CH:16][C:17]([C:20]([NH:23][C:24]2[CH:29]=[CH:28][CH:27]=[CH:26][C:25]=2[C:30]2[CH:35]=[CH:34][C:33]([S:36](=[O:38])(=[O:37])[NH2:39])=[CH:32][CH:31]=2)=[O:21])=[CH:18][CH:19]=1. Given the reactants [CH3:1][C:2]1[CH:7]=[CH:6][C:5]([C:8]2[O:9][C:10]([CH3:13])=[N:11][N:12]=2)=[CH:4][C:3]=1[C:14]1[CH:19]=[CH:18][C:17]([C:20](O)=[O:21])=[CH:16][CH:15]=1.[NH2:23][C:24]1[CH:29]=[CH:28][CH:27]=[CH:26][C:25]=1[C:30]1[CH:35]=[CH:34][C:33]([S:36]([NH2:39])(=[O:38])=[O:37])=[CH:32][CH:31]=1, predict the reaction product.